From a dataset of NCI-60 drug combinations with 297,098 pairs across 59 cell lines. Regression. Given two drug SMILES strings and cell line genomic features, predict the synergy score measuring deviation from expected non-interaction effect. (1) Drug 1: CC1=C(C=C(C=C1)NC2=NC=CC(=N2)N(C)C3=CC4=NN(C(=C4C=C3)C)C)S(=O)(=O)N.Cl. Drug 2: B(C(CC(C)C)NC(=O)C(CC1=CC=CC=C1)NC(=O)C2=NC=CN=C2)(O)O. Cell line: MOLT-4. Synergy scores: CSS=45.8, Synergy_ZIP=9.28, Synergy_Bliss=9.51, Synergy_Loewe=-1.80, Synergy_HSA=10.9. (2) Drug 1: CS(=O)(=O)C1=CC(=C(C=C1)C(=O)NC2=CC(=C(C=C2)Cl)C3=CC=CC=N3)Cl. Drug 2: B(C(CC(C)C)NC(=O)C(CC1=CC=CC=C1)NC(=O)C2=NC=CN=C2)(O)O. Cell line: SK-MEL-2. Synergy scores: CSS=3.71, Synergy_ZIP=0.853, Synergy_Bliss=10.8, Synergy_Loewe=6.01, Synergy_HSA=6.01. (3) Drug 1: CN(C)N=NC1=C(NC=N1)C(=O)N. Drug 2: C1=CC=C(C=C1)NC(=O)CCCCCCC(=O)NO. Cell line: A498. Synergy scores: CSS=1.19, Synergy_ZIP=-1.97, Synergy_Bliss=-2.19, Synergy_Loewe=-7.82, Synergy_HSA=-3.20. (4) Drug 1: CCC(=C(C1=CC=CC=C1)C2=CC=C(C=C2)OCCN(C)C)C3=CC=CC=C3.C(C(=O)O)C(CC(=O)O)(C(=O)O)O. Drug 2: CCN(CC)CCCC(C)NC1=C2C=C(C=CC2=NC3=C1C=CC(=C3)Cl)OC. Cell line: SF-268. Synergy scores: CSS=6.98, Synergy_ZIP=0.895, Synergy_Bliss=1.41, Synergy_Loewe=-3.92, Synergy_HSA=-0.973. (5) Synergy scores: CSS=13.9, Synergy_ZIP=-5.23, Synergy_Bliss=-5.70, Synergy_Loewe=-5.30, Synergy_HSA=-2.62. Drug 1: C1=CC(=CC=C1CCC2=CNC3=C2C(=O)NC(=N3)N)C(=O)NC(CCC(=O)O)C(=O)O. Drug 2: C(CC(=O)O)C(=O)CN.Cl. Cell line: CAKI-1.